Dataset: Drug-target binding data from BindingDB using Ki measurements. Task: Regression. Given a target protein amino acid sequence and a drug SMILES string, predict the binding affinity score between them. We predict pKi (pKi = -log10(Ki in M); higher means stronger inhibition). Dataset: bindingdb_ki. The pKi is 4.7. The target protein (P00326) has sequence MSTAGKVIKCKAAVLWELKKPFSIEEVEVAPPKAHEVRIKMVAAGICRSDEHVVSGNLVTPLPVILGHEAAGIVESVGEGVTTVKPGDKVIPLFTPQCGKCRICKNPESNYCLKNDLGNPRGTLQDGTRRFTCSGKPIHHFVGVSTFSQYTVVDENAVAKIDAASPLEKVCLIGCGFSTGYGSAVKVAKVTPGSTCAVFGLGGVGLSVVMGCKAAGAARIIAVDINKDKFAKAKELGATECINPQDYKKPIQEVLKEMTDGGVDFSFEVIGRLDTMMASLLCCHEACGTSVIVGVPPDSQNLSINPMLLLTGRTWKGAIFGGFKSKESVPKLVADFMAKKFSLDALITNILPFEKINEGFDLLRSGKSIRTVLTF. The drug is O=CN(C1CCC1)C1CCC1.